From a dataset of Forward reaction prediction with 1.9M reactions from USPTO patents (1976-2016). Predict the product of the given reaction. (1) Given the reactants F[P-](F)(F)(F)(F)F.N1(OC(N(C)C)=[N+](C)C)C2N=CC=CC=2N=N1.[C:25]([O:29][C:30]([N:32]1[CH2:37][CH2:36][C:35]([NH:41][C:42]([O:44][C:45]([CH3:48])([CH3:47])[CH3:46])=[O:43])([C:38](O)=[O:39])[CH2:34][CH2:33]1)=[O:31])([CH3:28])([CH3:27])[CH3:26].[NH2:49][CH:50]([C:55]1[CH:60]=[CH:59][C:58]([Cl:61])=[CH:57][CH:56]=1)[CH2:51][CH2:52][CH2:53][OH:54].CCN(C(C)C)C(C)C.C([O-])(O)=O.[Na+], predict the reaction product. The product is: [C:45]([O:44][C:42]([NH:41][C:35]1([C:38](=[O:39])[NH:49][CH:50]([C:55]2[CH:56]=[CH:57][C:58]([Cl:61])=[CH:59][CH:60]=2)[CH2:51][CH2:52][CH2:53][OH:54])[CH2:34][CH2:33][N:32]([C:30]([O:29][C:25]([CH3:28])([CH3:27])[CH3:26])=[O:31])[CH2:37][CH2:36]1)=[O:43])([CH3:48])([CH3:47])[CH3:46]. (2) The product is: [NH2:21][C@@H:22]1[CH2:27][CH2:26][CH2:25][N:24]([C:2]2[N:3]([CH2:10][C:11]3[CH:18]=[CH:17][CH:16]=[CH:15][C:12]=3[C:13]#[N:14])[C:4](=[O:9])[C:5]([F:8])=[CH:6][N:7]=2)[CH2:23]1. Given the reactants Cl[C:2]1[N:3]([CH2:10][C:11]2[CH:18]=[CH:17][CH:16]=[CH:15][C:12]=2[C:13]#[N:14])[C:4](=[O:9])[C:5]([F:8])=[CH:6][N:7]=1.Cl.Cl.[NH2:21][C@@H:22]1[CH2:27][CH2:26][CH2:25][NH:24][CH2:23]1.C(=O)(O)[O-].[Na+], predict the reaction product. (3) Given the reactants [N:1]1[C:9]2[C:4](=[N:5][CH:6]=[C:7]([CH2:10][OH:11])[CH:8]=2)[S:3][N:2]=1, predict the reaction product. The product is: [N:1]1[C:9]2[C:4](=[N:5][CH:6]=[C:7]([CH:10]=[O:11])[CH:8]=2)[S:3][N:2]=1. (4) Given the reactants [NH2:1][C:2]1[CH:7]=[C:6]([O:8][CH3:9])[CH:5]=[CH:4][C:3]=1[OH:10].Cl.[C:12](Cl)(=[O:19])[C:13]1[CH:18]=[CH:17][N:16]=[CH:15][CH:14]=1, predict the reaction product. The product is: [OH:10][C:3]1[CH:4]=[CH:5][C:6]([O:8][CH3:9])=[CH:7][C:2]=1[NH:1][C:12](=[O:19])[C:13]1[CH:18]=[CH:17][N:16]=[CH:15][CH:14]=1.